From a dataset of Full USPTO retrosynthesis dataset with 1.9M reactions from patents (1976-2016). Predict the reactants needed to synthesize the given product. Given the product [O:10]=[C:1]1[C:9]2[C:4](=[CH:5][CH:6]=[CH:7][CH:8]=2)[CH2:3][N:2]1[CH2:12][C:13]1[CH:20]=[CH:19][CH:18]=[CH:17][C:14]=1[C:15]#[N:16], predict the reactants needed to synthesize it. The reactants are: [C:1]1(=[O:10])[C:9]2[C:4](=[CH:5][CH:6]=[CH:7][CH:8]=2)[CH2:3][NH:2]1.Br[CH2:12][C:13]1[CH:20]=[CH:19][CH:18]=[CH:17][C:14]=1[C:15]#[N:16].C([O-])([O-])=O.[Cs+].[Cs+].C1OCCOCCOCCOCCOCCOC1.